Predict which catalyst facilitates the given reaction. From a dataset of Catalyst prediction with 721,799 reactions and 888 catalyst types from USPTO. (1) The catalyst class is: 47. Product: [F:25][B-:26]([F:29])([F:28])[F:27].[CH3:8][N:9]([CH3:24])[C:10]([CH3:22])([CH3:23])[C:11]([C:13]1[CH:14]=[CH:15][C:16]([N+:19]([CH3:5])([CH3:21])[CH3:20])=[CH:17][CH:18]=1)=[O:12]. Reactant: S(OC)(O[CH3:5])(=O)=O.[CH3:8][N:9]([CH3:24])[C:10]([CH3:23])([CH3:22])[C:11]([C:13]1[CH:18]=[CH:17][C:16]([N:19]([CH3:21])[CH3:20])=[CH:15][CH:14]=1)=[O:12].[F:25][B-:26]([F:29])([F:28])[F:27].[Na+].C(=O)([O-])[O-].[Na+].[Na+]. (2) Reactant: [CH2:1]([CH:6]1[CH2:11][CH2:10][CH:9]([C:12](=[CH2:15])[CH2:13][OH:14])[CH2:8][CH2:7]1)[CH2:2][CH2:3][CH2:4][CH3:5].C1C=CC(N=NC2C=CC(N)=NC=2N)=CC=1.Cl.[Cr](Cl)([O-])(=O)=O.C(OCC)C. Product: [CH2:1]([CH:6]1[CH2:7][CH2:8][CH:9]([C:12](=[CH2:15])[CH:13]=[O:14])[CH2:10][CH2:11]1)[CH2:2][CH2:3][CH2:4][CH3:5]. The catalyst class is: 4. (3) The catalyst class is: 17. Product: [CH3:1][C:2]1[CH:7]=[CH:6][C:5]([S:8]([O:12][CH2:13][CH:14]([NH:18][C:19](=[O:25])[O:20][C:21]([CH3:23])([CH3:22])[CH3:24])[CH:15]([CH3:17])[CH3:16])(=[O:10])=[O:9])=[CH:4][CH:3]=1. Reactant: [CH3:1][C:2]1[CH:7]=[CH:6][C:5]([S:8](Cl)(=[O:10])=[O:9])=[CH:4][CH:3]=1.[OH:12][CH2:13][CH:14]([NH:18][C:19](=[O:25])[O:20][C:21]([CH3:24])([CH3:23])[CH3:22])[CH:15]([CH3:17])[CH3:16].O. (4) The catalyst class is: 172. Reactant: [C:1]([N:8]1[CH2:13][CH2:12][CH:11]([OH:14])[CH2:10][CH2:9]1)([O:3][C:4]([CH3:7])([CH3:6])[CH3:5])=[O:2].C(N(CC)CC)C.[CH3:22][S:23](Cl)(=[O:25])=[O:24]. Product: [C:4]([O:3][C:1]([N:8]1[CH2:13][CH2:12][CH:11]([O:14][S:23]([CH3:22])(=[O:25])=[O:24])[CH2:10][CH2:9]1)=[O:2])([CH3:7])([CH3:6])[CH3:5]. (5) Reactant: [F:1][C:2]1[CH:11]=[C:10]([NH:12][S:13]([C:16]2[O:17][CH:18]=[CH:19][CH:20]=2)(=[O:15])=[O:14])[C:9]([F:21])=[CH:8][C:3]=1[C:4]([O:6]C)=[O:5].[OH-].[Na+].Cl. Product: [F:1][C:2]1[CH:11]=[C:10]([NH:12][S:13]([C:16]2[O:17][CH:18]=[CH:19][CH:20]=2)(=[O:15])=[O:14])[C:9]([F:21])=[CH:8][C:3]=1[C:4]([OH:6])=[O:5]. The catalyst class is: 5. (6) Reactant: [NH2:1][C:2]1[CH:3]=[CH:4][C:5]([CH3:21])=[C:6]([NH:8][C:9]2[N:14]=[C:13]([C:15]3[CH:16]=[N:17][CH:18]=[CH:19][CH:20]=3)[CH:12]=[CH:11][N:10]=2)[CH:7]=1.CN1CCOCC1.Cl.Cl.[CH3:31][N:32]1[CH2:37][CH2:36][N:35]([CH2:38][C:39]2[CH:47]=[CH:46][C:42]([C:43](Cl)=[O:44])=[CH:41][CH:40]=2)[CH2:34][CH2:33]1.[OH-].[Na+]. Product: [CH3:31][N:32]1[CH2:37][CH2:36][N:35]([CH2:38][C:39]2[CH:47]=[CH:46][C:42]([C:43]([NH:1][C:2]3[CH:3]=[CH:4][C:5]([CH3:21])=[C:6]([NH:8][C:9]4[N:14]=[C:13]([C:15]5[CH:16]=[N:17][CH:18]=[CH:19][CH:20]=5)[CH:12]=[CH:11][N:10]=4)[CH:7]=3)=[O:44])=[CH:41][CH:40]=2)[CH2:34][CH2:33]1. The catalyst class is: 229. (7) Reactant: [Cl:1][C:2]1[C:3]([O:9][C:10]2[CH:15]=[C:14]([O:16][CH:17]([CH3:19])[CH3:18])[CH:13]=[CH:12][C:11]=2[CH2:20][CH2:21][C:22](OCC)=[O:23])=[N:4][CH:5]=[C:6]([Cl:8])[CH:7]=1.[H-].[Al+3].[Li+].[H-].[H-].[H-].O.O.O.O.O.O.O.O.O.O.S([O-])([O-])(=O)=O.[Na+].[Na+]. Product: [Cl:1][C:2]1[C:3]([O:9][C:10]2[CH:15]=[C:14]([O:16][CH:17]([CH3:18])[CH3:19])[CH:13]=[CH:12][C:11]=2[CH2:20][CH2:21][CH2:22][OH:23])=[N:4][CH:5]=[C:6]([Cl:8])[CH:7]=1. The catalyst class is: 7.